Dataset: Catalyst prediction with 721,799 reactions and 888 catalyst types from USPTO. Task: Predict which catalyst facilitates the given reaction. (1) Reactant: [Cl:1][C:2]1[CH:10]=[C:9]2[C:5]([C:6]([CH:11]=[O:12])=[CH:7][NH:8]2)=[CH:4][CH:3]=1.[H-].[Na+].[CH3:15][O:16][C:17]1[CH:22]=[CH:21][C:20]([S:23](Cl)(=[O:25])=[O:24])=[CH:19][C:18]=1[N:27]1[CH2:32][CH2:31][O:30][CH2:29][CH2:28]1. Product: [Cl:1][C:2]1[CH:10]=[C:9]2[C:5]([C:6]([CH:11]=[O:12])=[CH:7][N:8]2[S:23]([C:20]2[CH:21]=[CH:22][C:17]([O:16][CH3:15])=[C:18]([N:27]3[CH2:32][CH2:31][O:30][CH2:29][CH2:28]3)[CH:19]=2)(=[O:24])=[O:25])=[CH:4][CH:3]=1. The catalyst class is: 1. (2) Reactant: [NH2:1][C:2]1[C:3](=[O:18])[N:4]([CH2:8][C:9]([NH:11][CH2:12][CH:13]([CH2:16][CH3:17])[CH2:14][CH3:15])=[O:10])[CH:5]=[CH:6][CH:7]=1.[C:19]([O:23][C:24]([NH:26][C@@H:27]([CH2:31][CH2:32]/[CH:33]=[CH:34]/[C:35]([O:37][CH2:38][CH3:39])=[O:36])[C:28](O)=[O:29])=[O:25])([CH3:22])([CH3:21])[CH3:20].CN(C(ON1N=NC2C=CC=NC1=2)=[N+](C)C)C.F[P-](F)(F)(F)(F)F.CCN(C(C)C)C(C)C. Product: [C:19]([O:23][C:24]([NH:26][C@H:27]([C:28]([NH:1][C:2]1[C:3](=[O:18])[N:4]([CH2:8][C:9]([NH:11][CH2:12][CH:13]([CH2:16][CH3:17])[CH2:14][CH3:15])=[O:10])[CH:5]=[CH:6][CH:7]=1)=[O:29])[CH2:31][CH2:32]/[CH:33]=[CH:34]/[C:35]([O:37][CH2:38][CH3:39])=[O:36])=[O:25])([CH3:20])([CH3:21])[CH3:22]. The catalyst class is: 3. (3) Reactant: [S:1]1[CH2:6][CH2:5][CH2:4][S:3][CH:2]1[Si](C)(C)C.C([Li])CCC.[CH3:16][C:17]1([CH3:24])[CH2:22][CH2:21][CH2:20][C:19](=O)[CH2:18]1. Product: [CH3:16][C:17]1([CH3:24])[CH2:22][CH2:21][CH2:20][C:19](=[C:2]2[S:3][CH2:4][CH2:5][CH2:6][S:1]2)[CH2:18]1. The catalyst class is: 305. (4) Reactant: C(OP(OCC)OCC)C.[C:11]([O:14]/[C:15](/[C:20]1[CH:25]=[CH:24][C:23]([O:26][CH2:27][C:28]2[CH:37]=[CH:36][C:35]3[C:30](=[CH:31][CH:32]=[C:33]([F:38])[CH:34]=3)[N:29]=2)=[CH:22][C:21]=1[CH:39]([C:44]1[CH:49]=[CH:48][CH:47]=[CH:46][CH:45]=1)[C:40]([CH3:43])([CH3:42])[CH3:41])=[CH:16]\[N:17]=[N+]=[N-])(=O)[CH3:12]. Product: [CH3:41][C:40]([CH3:42])([CH3:43])[CH:39]([C:21]1[CH:22]=[C:23]([CH:24]=[CH:25][C:20]=1[C:15]1[O:14][C:11]([CH3:12])=[N:17][CH:16]=1)[O:26][CH2:27][C:28]1[CH:37]=[CH:36][C:35]2[C:30](=[CH:31][CH:32]=[C:33]([F:38])[CH:34]=2)[N:29]=1)[C:44]1[CH:49]=[CH:48][CH:47]=[CH:46][CH:45]=1. The catalyst class is: 244.